Dataset: Peptide-MHC class II binding affinity with 134,281 pairs from IEDB. Task: Regression. Given a peptide amino acid sequence and an MHC pseudo amino acid sequence, predict their binding affinity value. This is MHC class II binding data. (1) The peptide sequence is PLSGSMRRILIRVDL. The MHC is H-2-IAd with pseudo-sequence H-2-IAd. The binding affinity (normalized) is 0.278. (2) The peptide sequence is PNWVRKVFIDTIPNI. The MHC is DRB5_0101 with pseudo-sequence DRB5_0101. The binding affinity (normalized) is 0.0541. (3) The peptide sequence is IHLLNSNALLRALRL. The MHC is DRB1_0301 with pseudo-sequence DRB1_0301. The binding affinity (normalized) is 0.841. (4) The peptide sequence is MYMWLGARYLEFEAL. The MHC is HLA-DQA10102-DQB10501 with pseudo-sequence HLA-DQA10102-DQB10501. The binding affinity (normalized) is 0.251.